This data is from Full USPTO retrosynthesis dataset with 1.9M reactions from patents (1976-2016). The task is: Predict the reactants needed to synthesize the given product. Given the product [CH3:44][O:43][C:39]1[CH:38]=[C:37]2[C:42]([C:33]([O:32][C@H:30]3[CH2:31][NH:8][C@H:9]([C:10]([NH:12][C@H:13]([C:17]([NH:19][S:20]([C:23]4[CH:28]=[CH:27][CH:26]=[CH:25][CH:24]=4)(=[O:22])=[O:21])=[O:18])[CH2:14][CH2:15][CH3:16])=[O:11])[CH2:29]3)=[CH:34][C:35]([C:45]3[CH:50]=[CH:49][CH:48]=[CH:47][CH:46]=3)=[N:36]2)=[CH:41][CH:40]=1, predict the reactants needed to synthesize it. The reactants are: C(OC([N:8]1[CH2:31][C@H:30]([O:32][C:33]2[C:42]3[C:37](=[CH:38][C:39]([O:43][CH3:44])=[CH:40][CH:41]=3)[N:36]=[C:35]([C:45]3[CH:50]=[CH:49][CH:48]=[CH:47][CH:46]=3)[CH:34]=2)[CH2:29][C@H:9]1[C:10]([NH:12][C@H:13]([C:17]([NH:19][S:20]([C:23]1[CH:28]=[CH:27][CH:26]=[CH:25][CH:24]=1)(=[O:22])=[O:21])=[O:18])[CH2:14][CH2:15][CH3:16])=[O:11])=O)(C)(C)C.C1(C)C=CC=CC=1.